From a dataset of Catalyst prediction with 721,799 reactions and 888 catalyst types from USPTO. Predict which catalyst facilitates the given reaction. Reactant: [C:1]([C:3]1[CH:4]=[C:5]([CH:27]([CH3:35])[C:28]([O:30]C(C)(C)C)=[O:29])[CH:6]=[CH:7][C:8]=1[O:9][C:10]1[CH:15]=[CH:14][C:13]([NH:16][C:17](=[O:26])[C:18]2[CH:23]=[CH:22][C:21]([Cl:24])=[C:20]([Cl:25])[CH:19]=2)=[CH:12][CH:11]=1)#[N:2].C(O)(C(F)(F)F)=O. Product: [C:1]([C:3]1[CH:4]=[C:5]([CH:27]([CH3:35])[C:28]([OH:30])=[O:29])[CH:6]=[CH:7][C:8]=1[O:9][C:10]1[CH:11]=[CH:12][C:13]([NH:16][C:17](=[O:26])[C:18]2[CH:23]=[CH:22][C:21]([Cl:24])=[C:20]([Cl:25])[CH:19]=2)=[CH:14][CH:15]=1)#[N:2]. The catalyst class is: 2.